From a dataset of NCI-60 drug combinations with 297,098 pairs across 59 cell lines. Regression. Given two drug SMILES strings and cell line genomic features, predict the synergy score measuring deviation from expected non-interaction effect. Drug 1: CS(=O)(=O)OCCCCOS(=O)(=O)C. Drug 2: CC1C(C(CC(O1)OC2CC(CC3=C2C(=C4C(=C3O)C(=O)C5=C(C4=O)C(=CC=C5)OC)O)(C(=O)CO)O)N)O.Cl. Cell line: NCI-H322M. Synergy scores: CSS=24.2, Synergy_ZIP=-3.64, Synergy_Bliss=-6.71, Synergy_Loewe=-26.6, Synergy_HSA=-5.69.